This data is from Reaction yield outcomes from USPTO patents with 853,638 reactions. The task is: Predict the reaction yield, written as a fraction of the theoretical maximum amount of product (1.0 means a 100% yield; for example, 0.34 means a 34% yield). (1) The reactants are [NH2:1][C:2]1[CH:7]=[CH:6][C:5]([S:8][CH2:9][CH2:10][CH2:11][C:12]([O:14][CH2:15][CH3:16])=[O:13])=[CH:4][CH:3]=1.[CH3:17][S:18](Cl)(=[O:20])=[O:19].C(N(CC)CC)C.O. The yield is 0.470. The product is [CH3:17][S:18]([NH:1][C:2]1[CH:7]=[CH:6][C:5]([S:8][CH2:9][CH2:10][CH2:11][C:12]([O:14][CH2:15][CH3:16])=[O:13])=[CH:4][CH:3]=1)(=[O:20])=[O:19]. The catalyst is ClCCl. (2) The product is [C:16]([C:18]1[CH:19]=[C:20]([NH:21][C:2]2[C:11]3[C:6](=[CH:7][C:8]([F:15])=[C:9]([N+:12]([O-:14])=[O:13])[CH:10]=3)[N:5]=[CH:4][N:3]=2)[CH:22]=[CH:23][CH:24]=1)#[CH:17]. The reactants are Cl[C:2]1[C:11]2[C:6](=[CH:7][C:8]([F:15])=[C:9]([N+:12]([O-:14])=[O:13])[CH:10]=2)[N:5]=[CH:4][N:3]=1.[C:16]([C:18]1[CH:19]=[C:20]([CH:22]=[CH:23][CH:24]=1)[NH2:21])#[CH:17]. The yield is 0.503. The catalyst is C(Cl)Cl.C(O)(C)C. (3) The reactants are [CH3:1][O:2][C:3]1[C:4](=[O:23])[C:5]([CH3:22])=[C:6]([CH2:12][C:13]2[CH:21]=[CH:20][C:16]([C:17](O)=[O:18])=[CH:15][CH:14]=2)[C:7](=[O:11])[C:8]=1[O:9][CH3:10].[NH:24]1[CH2:29][CH2:28][CH2:27][CH2:26][CH2:25]1.Cl.C(N=C=NCCCN(C)C)C. The catalyst is C(Cl)Cl. The product is [CH3:1][O:2][C:3]1[C:4](=[O:23])[C:5]([CH3:22])=[C:6]([CH2:12][C:13]2[CH:14]=[CH:15][C:16]([C:17]([N:24]3[CH2:29][CH2:28][CH2:27][CH2:26][CH2:25]3)=[O:18])=[CH:20][CH:21]=2)[C:7](=[O:11])[C:8]=1[O:9][CH3:10]. The yield is 0.500.